Predict the reactants needed to synthesize the given product. From a dataset of Full USPTO retrosynthesis dataset with 1.9M reactions from patents (1976-2016). (1) The reactants are: C1COCC1.[CH3:6][O:7][C:8]1[CH:13]=[CH:12][CH:11]=[CH:10][C:9]=1[Mg]Br.[Cl:16][CH2:17][Si:18]([CH3:21])([CH3:20])Cl. Given the product [Cl:16][CH2:17][Si:18]([C:9]1[CH:10]=[CH:11][CH:12]=[CH:13][C:8]=1[O:7][CH3:6])([CH3:21])[CH3:20], predict the reactants needed to synthesize it. (2) The reactants are: CS(O[CH:6]1[CH2:11][CH2:10][N:9]([C:12]2[N:17]=[CH:16][C:15]([CH2:18][CH3:19])=[CH:14][N:13]=2)[CH2:8][CH2:7]1)(=O)=O.[Br:20][C:21]1[CH:22]=[C:23]2[C:27](=[CH:28][CH:29]=1)[NH:26][CH:25]=[C:24]2[CH3:30]. Given the product [Br:20][C:21]1[CH:22]=[C:23]2[C:27](=[CH:28][CH:29]=1)[N:26]([CH:6]1[CH2:11][CH2:10][N:9]([C:12]3[N:17]=[CH:16][C:15]([CH2:18][CH3:19])=[CH:14][N:13]=3)[CH2:8][CH2:7]1)[CH:25]=[C:24]2[CH3:30], predict the reactants needed to synthesize it. (3) The reactants are: FC(F)(F)S(O[C:7]1[CH:12]=[C:11]([CH:13]=[O:14])[CH:10]=[C:9]([CH:15]2[CH2:17][CH2:16]2)[C:8]=1[C:18]1[CH:23]=[CH:22][C:21]([F:24])=[CH:20][CH:19]=1)(=O)=O.[CH:27]1(B(O)O)[CH2:29][CH2:28]1. Given the product [CH:27]1([C:7]2[CH:12]=[C:11]([CH:13]=[O:14])[CH:10]=[C:9]([CH:15]3[CH2:16][CH2:17]3)[C:8]=2[C:18]2[CH:19]=[CH:20][C:21]([F:24])=[CH:22][CH:23]=2)[CH2:29][CH2:28]1, predict the reactants needed to synthesize it. (4) Given the product [Cl:34][C:13]1[CH:14]=[CH:15][C:16]([C:18](=[O:19])[NH:20][N:21]2[C:29]3[C:24](=[CH:25][C:26]([N+:30]([O-:32])=[O:31])=[CH:27][CH:28]=3)[CH2:23][CH:22]2[CH3:33])=[CH:17][C:12]=1[S:9]([NH:8][CH2:35][C:36]1[CH:37]=[C:38]([CH:52]=[CH:53][CH:54]=1)[C:39]([O:41][CH2:42][O:43]/[N:44]=[N+:45](\[O-:51])/[N:46]([CH2:47][CH3:48])[CH2:49][CH3:50])=[O:40])(=[O:10])=[O:11], predict the reactants needed to synthesize it. The reactants are: C(OC([N:8]([CH2:35][C:36]1[CH:37]=[C:38]([CH:52]=[CH:53][CH:54]=1)[C:39]([O:41][CH2:42][O:43]/[N:44]=[N+:45](\[O-:51])/[N:46]([CH2:49][CH3:50])[CH2:47][CH3:48])=[O:40])[S:9]([C:12]1[CH:17]=[C:16]([C:18]([NH:20][N:21]2[C:29]3[C:24](=[CH:25][C:26]([N+:30]([O-:32])=[O:31])=[CH:27][CH:28]=3)[CH2:23][CH:22]2[CH3:33])=[O:19])[CH:15]=[CH:14][C:13]=1[Cl:34])(=[O:11])=[O:10])=O)(C)(C)C.Cl.O. (5) Given the product [NH2:1][C:2]1[C:11]2[CH:10]=[CH:9][C:8]([F:12])=[C:7]([C:25]3[C:26]([O:28][CH3:29])=[N:27][C:22]([O:21][CH3:20])=[N:23][CH:24]=3)[C:6]=2[N:5]=[C:4]2[CH2:14][N:15]([CH2:18][CH3:19])[C:16](=[O:17])[C:3]=12, predict the reactants needed to synthesize it. The reactants are: [NH2:1][C:2]1[C:11]2[CH:10]=[CH:9][C:8]([F:12])=[C:7](I)[C:6]=2[N:5]=[C:4]2[CH2:14][N:15]([CH2:18][CH3:19])[C:16](=[O:17])[C:3]=12.[CH3:20][O:21][C:22]1[N:27]=[C:26]([O:28][CH3:29])[C:25](B(O)O)=[CH:24][N:23]=1. (6) The reactants are: [F:1][C:2]1[C:3]([CH2:23][N:24](C)[C:25](=O)OC(C)(C)C)=[CH:4][N:5]([S:14]([C:17]2[CH:21]=[CH:20][O:19][C:18]=2[CH3:22])(=[O:16])=[O:15])[C:6]=1[C:7]1[C:8]([F:13])=[N:9][CH:10]=[CH:11][CH:12]=1.C(OCC)(=O)C.[ClH:39]. Given the product [ClH:39].[F:1][C:2]1[C:3]([CH2:23][NH:24][CH3:25])=[CH:4][N:5]([S:14]([C:17]2[CH:21]=[CH:20][O:19][C:18]=2[CH3:22])(=[O:16])=[O:15])[C:6]=1[C:7]1[C:8]([F:13])=[N:9][CH:10]=[CH:11][CH:12]=1, predict the reactants needed to synthesize it. (7) Given the product [NH:18]1[C:19]2[C:15](=[CH:14][C:13]([O:12][C:10]3[CH:9]=[CH:8][N:7]=[C:6]([CH2:5][OH:4])[N:11]=3)=[CH:21][CH:20]=2)[CH:16]=[CH:17]1, predict the reactants needed to synthesize it. The reactants are: C([O:4][CH2:5][C:6]1[N:11]=[C:10]([O:12][C:13]2[CH:14]=[C:15]3[C:19](=[CH:20][CH:21]=2)[NH:18][CH:17]=[CH:16]3)[CH:9]=[CH:8][N:7]=1)(=O)C.C([O-])([O-])=O.[K+].[K+]. (8) Given the product [Cl:25][C:10]1[C:11]2[CH:19]=[CH:18][S:17][C:12]=2[N:13]=[C:14]([CH3:16])[N:15]=1.[CH3:10][NH:9][C:6]1[CH:7]=[CH:8][C:3]([O:2][CH3:1])=[CH:4][CH:5]=1.[CH3:1][O:2][C:3]1[CH:8]=[CH:7][C:6]([N:9]([CH3:20])[C:10]2[C:11]3[CH:19]=[CH:18][S:17][C:12]=3[N:13]=[C:14]([CH3:16])[N:15]=2)=[CH:5][CH:4]=1, predict the reactants needed to synthesize it. The reactants are: [CH3:1][O:2][C:3]1[CH:8]=[CH:7][C:6]([N:9]([CH3:20])[C:10]2[C:11]3[CH:19]=[CH:18][S:17][C:12]=3[N:13]=[C:14]([CH3:16])[N:15]=2)=[CH:5][CH:4]=1.C(O)(C)C.[ClH:25]. (9) Given the product [CH3:1][NH:2][C:3]([N:5]1[C:13]2[C:8](=[CH:9][C:10]([NH2:14])=[CH:11][CH:12]=2)[CH:7]=[C:6]1[CH3:17])=[O:4].[CH3:1][NH:2][C:3]([N:5]1[C:13]2[C:8](=[CH:9][C:10]([NH2:14])=[CH:11][CH:12]=2)[CH2:7][CH:6]1[CH3:17])=[O:4], predict the reactants needed to synthesize it. The reactants are: [CH3:1][NH:2][C:3]([N:5]1[C:13]2[C:8](=[CH:9][C:10]([N+:14]([O-])=O)=[CH:11][CH:12]=2)[CH:7]=[C:6]1[CH3:17])=[O:4].